From a dataset of Human liver microsome stability data. Regression/Classification. Given a drug SMILES string, predict its absorption, distribution, metabolism, or excretion properties. Task type varies by dataset: regression for continuous measurements (e.g., permeability, clearance, half-life) or binary classification for categorical outcomes (e.g., BBB penetration, CYP inhibition). Dataset: hlm. (1) The compound is Cc1cc(S(=O)(=O)C2CC2)cc(=O)n1[C@@H](CC1CCCCO1)C(=O)Nc1ncc(Cl)s1. The result is 0 (unstable in human liver microsomes). (2) The compound is CN1C[C@H]2N(C(=O)C3(O)CCS(=O)(=O)CC3)CC[C@@]2(S(=O)(=O)c2ccc(F)cc2)c2ccc(C(F)(C(F)(F)F)C(F)(F)F)cc21. The result is 0 (unstable in human liver microsomes).